Dataset: Rat liver microsome stability data. Task: Regression/Classification. Given a drug SMILES string, predict its absorption, distribution, metabolism, or excretion properties. Task type varies by dataset: regression for continuous measurements (e.g., permeability, clearance, half-life) or binary classification for categorical outcomes (e.g., BBB penetration, CYP inhibition). Dataset: rlm. (1) The molecule is COc1ccccc1N1CCN(C(=O)c2cc(-c3ccc(Cl)cc3)[nH]n2)CC1(C)C. The result is 0 (unstable in rat liver microsomes). (2) The compound is COc1cccc(CNc2ccc(S(=O)(=O)Nc3ncc(-c4ccccc4)s3)cc2)c1O. The result is 0 (unstable in rat liver microsomes). (3) The drug is Cc1ccc(S(=O)(=O)n2cc(Cc3ccc(-c4ccccc4)cc3)c3ccccc32)cc1. The result is 1 (stable in rat liver microsomes). (4) The drug is COC(=O)Nc1ccc2c(c1)sc1cc(S(=O)(=O)N[C@@H](C(=O)O)C(C)C)ccc12. The result is 0 (unstable in rat liver microsomes). (5) The compound is CS(=O)(=O)c1cccc(Oc2cccc(-c3ccnc4c(C(F)(F)F)cccc34)c2)c1. The result is 0 (unstable in rat liver microsomes). (6) The molecule is CC(=O)Nc1ccc(NCC(=O)NC(c2cccc([N+](=O)[O-])c2)c2cc(Cl)c3cccnc3c2O)cc1. The result is 1 (stable in rat liver microsomes). (7) The drug is Cc1c2c(n3c1CCN(C(=O)[C@@H](C)N)CC[C@H](C)Nc1cc-3ccc1C(N)=O)CC(C)(C)CC2=O. The result is 0 (unstable in rat liver microsomes).